Dataset: Full USPTO retrosynthesis dataset with 1.9M reactions from patents (1976-2016). Task: Predict the reactants needed to synthesize the given product. (1) Given the product [Cl:18][C:19]1[N:20]=[N:21][C:22]([N:25]2[C:8]([C:4]3[CH:3]=[C:2]([CH3:1])[CH:7]=[CH:6][N:5]=3)=[CH:9][C:10]([C:11]([O:13][CH2:14][CH3:15])=[O:12])=[N:26]2)=[CH:23][CH:24]=1, predict the reactants needed to synthesize it. The reactants are: [CH3:1][C:2]1[CH:7]=[CH:6][N:5]=[C:4]([C:8](=O)[CH2:9][C:10](=O)[C:11]([O:13][CH2:14][CH3:15])=[O:12])[CH:3]=1.[Cl:18][C:19]1[N:20]=[N:21][C:22]([NH:25][NH2:26])=[CH:23][CH:24]=1.Cl.C(=O)(O)[O-].[Na+]. (2) Given the product [C:24]([C:3]1[CH:4]=[C:5]([CH:22]=[CH:23][C:2]=1[C:29]#[C:28][C:27]([CH3:31])([CH3:30])[CH3:26])[C:6]([NH:8][S:9]([C:12]1[CH:17]=[CH:16][CH:15]=[CH:14][C:13]=1[S:18](=[O:21])(=[O:20])[NH2:19])(=[O:11])=[O:10])=[O:7])#[N:25], predict the reactants needed to synthesize it. The reactants are: Br[C:2]1[CH:23]=[CH:22][C:5]([C:6]([NH:8][S:9]([C:12]2[CH:17]=[CH:16][CH:15]=[CH:14][C:13]=2[S:18](=[O:21])(=[O:20])[NH2:19])(=[O:11])=[O:10])=[O:7])=[CH:4][C:3]=1[C:24]#[N:25].[CH3:26][C:27]([CH3:31])([CH3:30])[C:28]#[CH:29].C(NC(C)C)(C)C. (3) Given the product [CH3:60][O:59][C:57](=[O:58])[NH:56][C@H:49]([C:50]1[CH:55]=[CH:54][CH:53]=[CH:52][CH:51]=1)[C:48]([N:116]1[CH2:117][CH2:118][CH2:119][C@H:115]1[C:113]1[NH:114][C:110]([C:107]2[CH:108]=[CH:109][C:104]([C:99]3[CH:98]=[CH:97][C:96]4[C:101](=[CH:102][CH:103]=[C:94]([C:91]5[NH:90][C:89]([C@@H:88]6[CH2:87][C:82]7([O:83][CH2:84][CH2:85][O:86]7)[CH2:81][N:80]6[C:67](=[O:66])[C@@H:68]([NH:75][C:76]([O:77][CH3:78])=[O:79])[CH:69]6[CH2:74][CH2:73][O:72][CH2:71][CH2:70]6)=[N:93][CH:92]=5)[CH:95]=4)[CH:100]=3)=[CH:105][CH:106]=2)=[CH:111][N:112]=1)=[O:61], predict the reactants needed to synthesize it. The reactants are: COC(=O)N[C@@H](C(C)C)C(N1[C@H](C2NC(C3C=CC(C4C=CC5C(=CC=C(C6NC([C@@H]7CCCN7[C:48](=[O:61])[C@H:49]([NH:56][C:57]([O:59][CH3:60])=[O:58])[C:50]7[CH:55]=[CH:54][CH:53]=[CH:52][CH:51]=7)=NC=6)C=5)C=4)=CC=3)=CN=2)CC2(OCCO2)C1)=O.[O:66]=[C:67]([N:80]1[C@H:88]([C:89]2[NH:90][C:91]([C:94]3[CH:103]=[CH:102][C:101]4[C:96](=[CH:97][CH:98]=[C:99]([C:104]5[CH:109]=[CH:108][C:107]([C:110]6[NH:114][C:113]([C@@H:115]7[CH2:119][CH2:118][CH2:117][NH:116]7)=[N:112][CH:111]=6)=[CH:106][CH:105]=5)[CH:100]=4)[CH:95]=3)=[CH:92][N:93]=2)[CH2:87][C:82]2([O:86][CH2:85][CH2:84][O:83]2)[CH2:81]1)[C@@H:68]([NH:75][C:76](=[O:79])[O:77][CH3:78])[CH:69]1[CH2:74][CH2:73][O:72][CH2:71][CH2:70]1.Cl. (4) Given the product [C:1]([O:5][C:6](=[O:21])[CH2:7][O:8][C:9]1[C:14]2[CH2:15][CH2:16][CH2:17][CH2:18][CH:19]([NH:20][S:32]([C:28]3[CH:29]=[CH:30][CH:31]=[C:26]([S:23]([CH3:22])(=[O:25])=[O:24])[CH:27]=3)(=[O:34])=[O:33])[C:13]=2[CH:12]=[CH:11][CH:10]=1)([CH3:4])([CH3:2])[CH3:3], predict the reactants needed to synthesize it. The reactants are: [C:1]([O:5][C:6](=[O:21])[CH2:7][O:8][C:9]1[C:14]2[CH2:15][CH2:16][CH2:17][CH2:18][CH:19]([NH2:20])[C:13]=2[CH:12]=[CH:11][CH:10]=1)([CH3:4])([CH3:3])[CH3:2].[CH3:22][S:23]([C:26]1[CH:27]=[C:28]([S:32](Cl)(=[O:34])=[O:33])[CH:29]=[CH:30][CH:31]=1)(=[O:25])=[O:24].C(N(C(C)C)CC)(C)C. (5) Given the product [CH2:22]([CH:24]1[C:28]2[CH:29]=[N:30][CH:31]=[CH:32][C:27]=2[C:26](=[C:5]2[C:4]3[C:8](=[CH:9][CH:10]=[C:2]([F:1])[CH:3]=3)[NH:7][C:6]2=[O:11])[O:25]1)[CH3:23], predict the reactants needed to synthesize it. The reactants are: [F:1][C:2]1[CH:3]=[C:4]2[C:8](=[CH:9][CH:10]=1)[NH:7][C:6](=[O:11])[CH2:5]2.C[Si]([N-][Si](C)(C)C)(C)C.[Li+].[CH2:22]([CH:24]1[C:28]2[CH:29]=[N:30][CH:31]=[CH:32][C:27]=2[C:26](=O)[O:25]1)[CH3:23].Cl.